From a dataset of Full USPTO retrosynthesis dataset with 1.9M reactions from patents (1976-2016). Predict the reactants needed to synthesize the given product. (1) Given the product [CH2:38]([N:37]([CH2:40][CH3:41])[CH:35]1[CH2:36][N:33]([CH2:2][C:3]2[CH:8]=[CH:7][C:6]([CH2:9][CH2:10][NH:11][C:12]([C:14]3[CH:19]=[CH:18][C:17]([C:20]4[CH:25]=[CH:24][C:23]([Cl:26])=[CH:22][CH:21]=4)=[CH:16][CH:15]=3)=[O:13])=[CH:5][CH:4]=2)[CH2:34]1)[CH3:39], predict the reactants needed to synthesize it. The reactants are: Br[CH2:2][C:3]1[CH:8]=[CH:7][C:6]([CH2:9][CH2:10][NH:11][C:12]([C:14]2[CH:19]=[CH:18][C:17]([C:20]3[CH:25]=[CH:24][C:23]([Cl:26])=[CH:22][CH:21]=3)=[CH:16][CH:15]=2)=[O:13])=[CH:5][CH:4]=1.C([O-])([O-])=O.[K+].[K+].[NH:33]1[CH2:36][CH:35]([N:37]([CH2:40][CH3:41])[CH2:38][CH3:39])[CH2:34]1. (2) The reactants are: C[O:2][C:3](=[O:24])[C:4]1[CH:9]=[C:8]([C:10]2[S:11][CH:12]=[C:13]([C:15]3[CH:20]=[CH:19][C:18]([Cl:21])=[C:17]([Cl:22])[CH:16]=3)[N:14]=2)[CH:7]=[CH:6][C:5]=1Br.[N:25]1[CH:30]=[CH:29][CH:28]=[C:27](B(O)O)[CH:26]=1. Given the product [Cl:22][C:17]1[CH:16]=[C:15]([C:13]2[N:14]=[C:10]([C:8]3[CH:7]=[CH:6][C:5]([C:27]4[CH:26]=[N:25][CH:30]=[CH:29][CH:28]=4)=[C:4]([CH:9]=3)[C:3]([OH:2])=[O:24])[S:11][CH:12]=2)[CH:20]=[CH:19][C:18]=1[Cl:21], predict the reactants needed to synthesize it. (3) Given the product [OH:17][CH2:16][C:12]1[CH:13]=[C:14]2[C:9](=[CH:10][CH:11]=1)[N:8]([CH2:28][C:29]1[N:34]=[C:33]([C:35]([O:37][CH3:38])=[O:36])[CH:32]=[CH:31][CH:30]=1)[C:7]([C:1]1[CH:6]=[CH:5][CH:4]=[CH:3][CH:2]=1)=[CH:15]2, predict the reactants needed to synthesize it. The reactants are: [C:1]1([C:7]2[N:8]([CH2:28][C:29]3[N:34]=[C:33]([C:35]([O:37][CH3:38])=[O:36])[CH:32]=[CH:31][CH:30]=3)[C:9]3[C:14]([CH:15]=2)=[CH:13][C:12]([CH2:16][O:17][Si](C(C)C)(C(C)C)C(C)C)=[CH:11][CH:10]=3)[CH:6]=[CH:5][CH:4]=[CH:3][CH:2]=1.[F-].C([N+](CCCC)(CCCC)CCCC)CCC.[Cl-].[NH4+]. (4) Given the product [CH2:1]([O:8][C:9](=[O:27])[NH:10][CH2:11][CH:12]([C:13]1[CH:18]=[CH:17][C:16]([F:19])=[CH:15][CH:14]=1)[C:20]1[CH:25]=[CH:24][C:23]([C:36]2[CH:37]=[N:38][NH:39][CH:40]=2)=[CH:22][CH:21]=1)[C:2]1[CH:7]=[CH:6][CH:5]=[CH:4][CH:3]=1, predict the reactants needed to synthesize it. The reactants are: [CH2:1]([O:8][C:9](=[O:27])[NH:10][CH2:11][CH:12]([C:20]1[CH:25]=[CH:24][C:23](Br)=[CH:22][CH:21]=1)[C:13]1[CH:18]=[CH:17][C:16]([F:19])=[CH:15][CH:14]=1)[C:2]1[CH:7]=[CH:6][CH:5]=[CH:4][CH:3]=1.CC1(C)C(C)(C)OB([C:36]2[CH:37]=[N:38][NH:39][CH:40]=2)O1. (5) Given the product [O:26]1[CH2:23][CH:22]1[C:15]1[CH:16]=[CH:17][C:18]([C:20]#[N:21])=[C:19]2[C:14]=1[CH:13]=[CH:12][N:11]2[S:1]([C:4]1[CH:5]=[CH:6][C:7]([CH3:8])=[CH:9][CH:10]=1)(=[O:2])=[O:3], predict the reactants needed to synthesize it. The reactants are: [S:1]([N:11]1[C:19]2[C:14](=[C:15]([CH:22]=[CH2:23])[CH:16]=[CH:17][C:18]=2[C:20]#[N:21])[CH:13]=[CH:12]1)([C:4]1[CH:10]=[CH:9][C:7]([CH3:8])=[CH:6][CH:5]=1)(=[O:3])=[O:2].CC(O)=[O:26].C1C(=O)N(Br)C(=O)C1.[OH-].[Na+]. (6) Given the product [OH:1][CH2:2][C:3]1[CH:8]=[CH:7][C:6]([C:9](=[O:11])/[CH:10]=[CH:12]/[C:14]2[CH:15]=[CH:16][C:17](/[CH:18]=[CH:19]/[C:20]([OH:22])=[O:21])=[CH:23][CH:24]=2)=[CH:5][CH:4]=1, predict the reactants needed to synthesize it. The reactants are: [OH:1][CH2:2][C:3]1[CH:8]=[CH:7][C:6]([C:9](=[O:11])[CH3:10])=[CH:5][CH:4]=1.[CH:12]([C:14]1[CH:24]=[CH:23][C:17]([CH:18]=[CH:19][C:20]([OH:22])=[O:21])=[CH:16][CH:15]=1)=O.[OH-].[K+].